The task is: Regression. Given a peptide amino acid sequence and an MHC pseudo amino acid sequence, predict their binding affinity value. This is MHC class II binding data.. This data is from Peptide-MHC class II binding affinity with 134,281 pairs from IEDB. The peptide sequence is KASTGGAYESYKFIPALEAA. The MHC is HLA-DQA10501-DQB10201 with pseudo-sequence HLA-DQA10501-DQB10201. The binding affinity (normalized) is 0.514.